From a dataset of Forward reaction prediction with 1.9M reactions from USPTO patents (1976-2016). Predict the product of the given reaction. (1) Given the reactants O[CH2:2][N:3]1[C:7](=[O:8])[CH2:6][CH:5]([C:9]2[CH:10]=[C:11]([CH:14]=[CH:15][CH:16]=2)[C:12]#[N:13])[CH2:4]1.C(Cl)(=O)C([Cl:20])=O, predict the reaction product. The product is: [Cl:20][CH2:2][N:3]1[C:7](=[O:8])[CH2:6][CH:5]([C:9]2[CH:10]=[C:11]([CH:14]=[CH:15][CH:16]=2)[C:12]#[N:13])[CH2:4]1. (2) Given the reactants [OH-:1].[Na+].[CH3:3][C:4]([C:11]1[S:12][C:13]([C:16]([F:19])([F:18])[F:17])=[CH:14][CH:15]=1)([CH3:10])[C:5](OCC)=O.[CH2:20]([OH:22])C, predict the reaction product. The product is: [CH3:10][C:4]([C:11]1[S:12][C:13]([C:16]([F:17])([F:18])[F:19])=[CH:14][CH:15]=1)([CH3:3])[CH2:5][C:20]([OH:22])=[O:1]. (3) Given the reactants Cl[C:2]1[C:7]([N+:8]([O-:10])=[O:9])=[CH:6][CH:5]=[C:4]([O:11][CH3:12])[N:3]=1.CO.[NH3:15], predict the reaction product. The product is: [CH3:12][O:11][C:4]1[N:3]=[C:2]([NH2:15])[C:7]([N+:8]([O-:10])=[O:9])=[CH:6][CH:5]=1. (4) Given the reactants [C:1]([O:5][C:6](=[O:19])[NH:7][C:8]1[CH:13]=[CH:12][C:11]([C:14]([F:17])([F:16])[F:15])=[CH:10][C:9]=1[NH2:18])([CH3:4])([CH3:3])[CH3:2].C([O:24][C:25](=O)[CH2:26][C:27]([C:29]1[CH:34]=[CH:33][CH:32]=[C:31]([C:35]2[CH:40]=[CH:39][N:38]=[C:37]([CH3:41])[C:36]=2[CH3:42])[CH:30]=1)=[O:28])(C)(C)C, predict the reaction product. The product is: [C:1]([O:5][C:6](=[O:19])[NH:7][C:8]1[CH:13]=[CH:12][C:11]([C:14]([F:17])([F:16])[F:15])=[CH:10][C:9]=1[NH:18][C:25](=[O:24])[CH2:26][C:27]([C:29]1[CH:34]=[CH:33][CH:32]=[C:31]([C:35]2[CH:40]=[CH:39][N:38]=[C:37]([CH3:41])[C:36]=2[CH3:42])[CH:30]=1)=[O:28])([CH3:4])([CH3:2])[CH3:3]. (5) Given the reactants [Cl-].COC1N=C(OC)N=C([N+]2(C)CCOCC2)N=1.[CH3:19][N:20]1[CH2:25][CH2:24][NH:23][CH2:22][CH2:21]1.[C:26]([O:29][C@@H:30]([C@H:32]1[C:35](=[O:36])[NH:34][C@@H:33]1[C@@H:37]([CH3:41])[C:38]([OH:40])=O)[CH3:31])(=[O:28])[CH3:27], predict the reaction product. The product is: [C:26]([O:29][C@@H:30]([C@H:32]1[C:35](=[O:36])[NH:34][C@@H:33]1[C@@H:37]([CH3:41])[C:38]([N:23]1[CH2:24][CH2:25][N:20]([CH3:19])[CH2:21][CH2:22]1)=[O:40])[CH3:31])(=[O:28])[CH3:27]. (6) Given the reactants [CH3:1][O:2][CH2:3][CH2:4][C:5]1[N:9]=[C:8]([CH:10]2[CH2:15][CH:14]([C:16]3[CH:21]=[CH:20][C:19]([CH2:22][C:23]([F:26])([F:25])[F:24])=[CH:18][CH:17]=3)[CH2:13][N:12]([C:27]([N:29]3[CH2:34][CH2:33][S:32][CH2:31][CH2:30]3)=[O:28])[CH2:11]2)[O:7][N:6]=1.ClC1C=CC=C(C(OO)=[O:43])C=1, predict the reaction product. The product is: [CH3:1][O:2][CH2:3][CH2:4][C:5]1[N:9]=[C:8]([CH:10]2[CH2:15][CH:14]([C:16]3[CH:21]=[CH:20][C:19]([CH2:22][C:23]([F:25])([F:24])[F:26])=[CH:18][CH:17]=3)[CH2:13][N:12]([C:27]([N:29]3[CH2:34][CH2:33][S:32](=[O:43])[CH2:31][CH2:30]3)=[O:28])[CH2:11]2)[O:7][N:6]=1.